From a dataset of Forward reaction prediction with 1.9M reactions from USPTO patents (1976-2016). Predict the product of the given reaction. (1) Given the reactants C1(COC2N=C(C(O)=O)C=CC=2OC(F)(F)F)CC1.[Cl:20][C:21]1[N:26]=[C:25]([C:27]([OH:29])=O)[CH:24]=[CH:23][C:22]=1[O:30][CH2:31][CH:32]1[CH2:34][CH2:33]1.[NH2:35][C:36]1([CH2:40][C:41]([NH2:43])=[O:42])[CH2:39][O:38][CH2:37]1, predict the reaction product. The product is: [C:41]([CH2:40][C:36]1([NH:35][C:27]([C:25]2[CH:24]=[CH:23][C:22]([O:30][CH2:31][CH:32]3[CH2:34][CH2:33]3)=[C:21]([Cl:20])[N:26]=2)=[O:29])[CH2:39][O:38][CH2:37]1)(=[O:42])[NH2:43]. (2) Given the reactants [CH3:1][N:2]([C:19]1[CH:20]=[N:21][CH:22]=[CH:23][C:24]=1N1CCCCC1C)C(=O)C1C=C(C(F)(F)F)C=C(C(F)(F)F)C=1.[I:32]C1C=CN=CC=1N, predict the reaction product. The product is: [I:32][C:24]1[CH:23]=[CH:22][N:21]=[CH:20][C:19]=1[NH:2][CH3:1].